Dataset: Catalyst prediction with 721,799 reactions and 888 catalyst types from USPTO. Task: Predict which catalyst facilitates the given reaction. (1) Reactant: Cl.[C:2]([S:6]([C:9]1[CH:10]=[C:11]2[C:16](=[CH:17][C:18]=1[O:19][CH3:20])[N:15]=[CH:14][CH:13]=[C:12]2[NH:21][C:22]1[C:26]([CH3:27])=[C:25]([C:28](OCC)=[O:29])[NH:24][N:23]=1)(=[O:8])=[O:7])([CH3:5])([CH3:4])[CH3:3].[H-].[Al+3].[Li+].[H-].[H-].[H-]. Product: [C:2]([S:6]([C:9]1[CH:10]=[C:11]2[C:16](=[CH:17][C:18]=1[O:19][CH3:20])[N:15]=[CH:14][CH:13]=[C:12]2[NH:21][C:22]1[C:26]([CH3:27])=[C:25]([CH2:28][OH:29])[NH:24][N:23]=1)(=[O:7])=[O:8])([CH3:4])([CH3:5])[CH3:3]. The catalyst class is: 1. (2) Reactant: [CH2:1]([O:8][C:9](=[O:29])[NH:10][CH2:11][C@H:12]1[CH2:17][CH2:16][C@H:15]([C:18](=O)[NH:19][CH2:20][C:21]2[C:26]([Cl:27])=[N:25][CH:24]=[CH:23][N:22]=2)[CH2:14][CH2:13]1)[C:2]1[CH:7]=[CH:6][CH:5]=[CH:4][CH:3]=1.O=P(Cl)(Cl)Cl.C([O-])(O)=O.[Na+].O. Product: [CH2:1]([O:8][C:9](=[O:29])[NH:10][CH2:11][C@H:12]1[CH2:17][CH2:16][C@H:15]([C:18]2[N:22]3[CH:23]=[CH:24][N:25]=[C:26]([Cl:27])[C:21]3=[CH:20][N:19]=2)[CH2:14][CH2:13]1)[C:2]1[CH:7]=[CH:6][CH:5]=[CH:4][CH:3]=1. The catalyst class is: 329.